Dataset: Forward reaction prediction with 1.9M reactions from USPTO patents (1976-2016). Task: Predict the product of the given reaction. Given the reactants [Cl:1][C:2]1[C:6]([Cl:7])=[C:5]([CH3:8])[NH:4][C:3]=1[C:9](NC1CCN(C2C=CN=C(Cl)N=2)CC1)=[O:10].[Cl:25][C:26]1[CH:27]=[C:28]([CH:31]=[C:32]([N:34]2[CH2:39][CH2:38][CH:37]([OH:40])[CH2:36][CH2:35]2)[N:33]=1)[C:29]#[N:30].CCOC(/N=N/C(OCC)=O)=O.C1(P(C2C=CC=CC=2)C2C=CC=CC=2)C=CC=CC=1, predict the reaction product. The product is: [Cl:1][C:2]1[C:6]([Cl:7])=[C:5]([CH3:8])[NH:4][C:3]=1[C:9]([O:40][CH:37]1[CH2:38][CH2:39][N:34]([C:32]2[CH:31]=[C:28]([C:29]#[N:30])[CH:27]=[C:26]([Cl:25])[N:33]=2)[CH2:35][CH2:36]1)=[O:10].